This data is from Full USPTO retrosynthesis dataset with 1.9M reactions from patents (1976-2016). The task is: Predict the reactants needed to synthesize the given product. (1) Given the product [NH2:1][C:2]([C:4]1[CH:5]=[C:6]([C:35]2[CH:36]=[N:37][NH:38][CH:39]=2)[CH:7]=[C:8]2[C:12]=1[NH:11][N:10]=[C:9]2[CH:13]1[CH2:18][CH2:17][N:16]([C:19]([O:21][C:22]([CH3:25])([CH3:24])[CH3:23])=[O:20])[CH2:15][CH2:14]1)=[O:3], predict the reactants needed to synthesize it. The reactants are: [NH2:1][C:2]([C:4]1[CH:5]=[C:6](Br)[CH:7]=[C:8]2[C:12]=1[NH:11][N:10]=[C:9]2[CH:13]1[CH2:18][CH2:17][N:16]([C:19]([O:21][C:22]([CH3:25])([CH3:24])[CH3:23])=[O:20])[CH2:15][CH2:14]1)=[O:3].CC1(C)C(C)(C)OB([C:35]2[CH:36]=[N:37][NH:38][CH:39]=2)O1.C(=O)([O-])[O-].[Cs+].[Cs+]. (2) The reactants are: CC1NC(C2C=C(C=CC=2C)C(O)=O)=C(C)N=1.I[C:19]1[NH:23][C:22]([CH:24]([CH3:26])[CH3:25])=[N:21][C:20]=1[CH3:27].IC1NC(C)=NC=1C.[CH3:36][C:37]1[CH:46]=[C:45]([CH3:47])[C:44](B2OC(C)(C)C(C)(C)O2)=[CH:43][C:38]=1[C:39]([O:41]C)=[O:40].CC1C=CC(C(OC)=O)=CC=1B1OC(C)(C)C(C)(C)O1. Given the product [CH:24]([C:22]1[NH:23][C:19]([C:44]2[C:45]([CH3:47])=[CH:46][C:37]([CH3:36])=[C:38]([CH:43]=2)[C:39]([OH:41])=[O:40])=[C:20]([CH3:27])[N:21]=1)([CH3:26])[CH3:25], predict the reactants needed to synthesize it. (3) Given the product [Cl:17][C:18]1[CH:25]=[C:24]([F:26])[CH:23]=[CH:22][C:19]=1[CH2:20][O:14][CH:11]1[CH2:12][CH2:13][N:8]([C:1]([O:3][C:4]([CH3:7])([CH3:6])[CH3:5])=[O:2])[CH2:9][CH2:10]1, predict the reactants needed to synthesize it. The reactants are: [C:1]([N:8]1[CH2:13][CH2:12][CH:11]([OH:14])[CH2:10][CH2:9]1)([O:3][C:4]([CH3:7])([CH3:6])[CH3:5])=[O:2].[H-].[Na+].[Cl:17][C:18]1[CH:25]=[C:24]([F:26])[CH:23]=[CH:22][C:19]=1[CH2:20]Br.O. (4) The reactants are: B1(C)OC(C2C=CC=CC=2)(C2C=CC=CC=2)[C@H]2N1CCC2.[CH3:22][O:23][C:24]1([O:31][CH3:32])[CH2:29][CH2:28][O:27][CH2:26][C:25]1=[O:30]. Given the product [CH3:22][O:23][C:24]1([O:31][CH3:32])[CH2:29][CH2:28][O:27][CH2:26][C@H:25]1[OH:30], predict the reactants needed to synthesize it. (5) Given the product [C:16]1([C:2]2[C-:3]([N:7]([CH3:9])[CH3:8])[CH:4]=[CH:5][CH:6]=2)[CH:21]=[CH:20][CH:19]=[CH:18][CH:17]=1.[CH-:10]1[CH:14]=[CH:13][CH:12]=[CH:11]1.[Fe+2:15], predict the reactants needed to synthesize it. The reactants are: I[C:2]1[C-:3]([N:7]([CH3:9])[CH3:8])[CH:4]=[CH:5][CH:6]=1.[CH-:10]1[CH:14]=[CH:13][CH:12]=[CH:11]1.[Fe+2:15].[C:16]1(B(O)O)[CH:21]=[CH:20][CH:19]=[CH:18][CH:17]=1.[OH-].[Na+]. (6) Given the product [Br:1][C:2]1[CH:3]=[CH:4][C:5]2[C:11]3[N:12]([CH2:13][C:14]4[CH:19]=[CH:18][C:17]([O:20][CH3:21])=[CH:16][C:15]=4[O:22][CH3:23])[C:31](=[O:32])[C:26]([C:27]([O:29][CH3:30])=[O:28])=[C:35]([OH:36])[C:10]=3[CH:9]([CH3:24])[CH2:8][O:7][C:6]=2[CH:25]=1, predict the reactants needed to synthesize it. The reactants are: [Br:1][C:2]1[CH:3]=[CH:4][C:5]2[C:11](=[N:12][CH2:13][C:14]3[CH:19]=[CH:18][C:17]([O:20][CH3:21])=[CH:16][C:15]=3[O:22][CH3:23])[CH2:10][CH:9]([CH3:24])[CH2:8][O:7][C:6]=2[CH:25]=1.[CH:26]([C:35](OC)=[O:36])([C:31](OC)=[O:32])[C:27]([O:29][CH3:30])=[O:28]. (7) Given the product [Cl:1][C:2]1[CH:7]=[CH:6][C:5]([C:8]2([C:14]([OH:18])=[O:16])[CH2:13][CH2:12][O:11][CH2:10][CH2:9]2)=[CH:4][CH:3]=1, predict the reactants needed to synthesize it. The reactants are: [Cl:1][C:2]1[CH:7]=[CH:6][C:5]([C:8]2([C:14]#N)[CH2:13][CH2:12][O:11][CH2:10][CH2:9]2)=[CH:4][CH:3]=1.[OH-:16].[K+].[OH2:18].